Dataset: Forward reaction prediction with 1.9M reactions from USPTO patents (1976-2016). Task: Predict the product of the given reaction. (1) Given the reactants [CH3:1][O:2][C:3]1[CH:4]=[C:5]2[C:10](=[CH:11][C:12]=1[O:13][CH3:14])[N:9]=[CH:8][CH:7]=[C:6]2[O:15][C:16]1[CH:22]=[CH:21][C:19]([NH2:20])=[CH:18][CH:17]=1.ClC(Cl)(O[C:27](=[O:33])[O:28][C:29](Cl)(Cl)Cl)Cl.[Cl:35][C:36]1[CH:41]=[CH:40][CH:39]=[CH:38][C:37]=1CO.C(=O)(O)[O-].[Na+], predict the reaction product. The product is: [CH3:1][O:2][C:3]1[CH:4]=[C:5]2[C:10](=[CH:11][C:12]=1[O:13][CH3:14])[N:9]=[CH:8][CH:7]=[C:6]2[O:15][C:16]1[CH:22]=[CH:21][C:19]([NH:20][C:27](=[O:33])[O:28][CH2:29][C:37]2[CH:38]=[CH:39][CH:40]=[CH:41][C:36]=2[Cl:35])=[CH:18][CH:17]=1. (2) Given the reactants [Cl:1][S:2]([OH:5])(=O)=[O:3].[Br:6][CH2:7][C:8]1[C:12]2[CH:13]=[CH:14][CH:15]=[CH:16][C:11]=2[O:10][N:9]=1, predict the reaction product. The product is: [Br:6][CH2:7][C:8]1[C:12]2[CH:13]=[C:14]([S:2]([Cl:1])(=[O:5])=[O:3])[CH:15]=[CH:16][C:11]=2[O:10][N:9]=1. (3) Given the reactants N[C:2]1[CH:3]=[CH:4][C:5]2[C:11](=[O:12])[N:10]3[CH2:13][C@H:14]([C:17]([O:19][CH3:20])=[O:18])[CH2:15][CH2:16][C@H:9]3[CH2:8][CH2:7][C:6]=2[N:21]=1.N([O-])=O.[Na+].C([O-])(O)=O.[Na+].N1C=CC=CC=1.[FH:37], predict the reaction product. The product is: [F:37][C:2]1[CH:3]=[CH:4][C:5]2[C:11](=[O:12])[N:10]3[CH2:13][C@H:14]([C:17]([O:19][CH3:20])=[O:18])[CH2:15][CH2:16][C@H:9]3[CH2:8][CH2:7][C:6]=2[N:21]=1. (4) Given the reactants C(OC([N:11]1[CH2:15][C:14](=[N:16][O:17][CH3:18])[CH:13]([CH2:19][NH:20][C:21]([O:23][C:24]([CH3:27])([CH3:26])[CH3:25])=[O:22])[CH2:12]1)=O)C1C=CC=CC=1, predict the reaction product. The product is: [C:24]([O:23][C:21](=[O:22])[NH:20][CH2:19][CH:13]1[C:14](=[N:16][O:17][CH3:18])[CH2:15][NH:11][CH2:12]1)([CH3:27])([CH3:26])[CH3:25].